This data is from Forward reaction prediction with 1.9M reactions from USPTO patents (1976-2016). The task is: Predict the product of the given reaction. (1) Given the reactants [Br:1][C:2]1[CH:7]=[C:6]([CH3:8])[C:5]([N:9]2[C:13]3[N:14]=[C:15]([CH3:26])[N:16]=[C:17]([N:18]4[CH2:23][CH2:22][CH:21]([CH2:24][OH:25])[CH2:20][CH2:19]4)[C:12]=3[C:11]([CH3:27])=[CH:10]2)=[C:4]([CH3:28])[CH:3]=1.[H-].[Na+].Cl[C:32]([O:34][CH2:35][CH3:36])=[O:33], predict the reaction product. The product is: [CH2:35]([O:34][C:32](=[O:33])[O:25][CH2:24][CH:21]1[CH2:22][CH2:23][N:18]([C:17]2[C:12]3[C:11]([CH3:27])=[CH:10][N:9]([C:5]4[C:6]([CH3:8])=[CH:7][C:2]([Br:1])=[CH:3][C:4]=4[CH3:28])[C:13]=3[N:14]=[C:15]([CH3:26])[N:16]=2)[CH2:19][CH2:20]1)[CH3:36]. (2) Given the reactants CO.[BH4-].[Na+].ClCCl.[C:8]([C:10]1[CH:15]=[CH:14][C:13]([C:16]2[C:26]([C:27]([C:29]3[N:34]=[C:33]([C:35]([O:37][CH3:38])=[O:36])[CH:32]=[CH:31][CH:30]=3)=[O:28])=[C:19]3[CH:20]=[CH:21][C:22]([O:24][CH3:25])=[CH:23][N:18]3[N:17]=2)=[CH:12][CH:11]=1)#[N:9], predict the reaction product. The product is: [C:8]([C:10]1[CH:15]=[CH:14][C:13]([C:16]2[C:26]([CH:27]([OH:28])[C:29]3[N:34]=[C:33]([C:35]([O:37][CH3:38])=[O:36])[CH:32]=[CH:31][CH:30]=3)=[C:19]3[CH:20]=[CH:21][C:22]([O:24][CH3:25])=[CH:23][N:18]3[N:17]=2)=[CH:12][CH:11]=1)#[N:9].